This data is from CYP1A2 inhibition data for predicting drug metabolism from PubChem BioAssay. The task is: Regression/Classification. Given a drug SMILES string, predict its absorption, distribution, metabolism, or excretion properties. Task type varies by dataset: regression for continuous measurements (e.g., permeability, clearance, half-life) or binary classification for categorical outcomes (e.g., BBB penetration, CYP inhibition). Dataset: cyp1a2_veith. (1) The drug is O=C(NCCCN1CCOCC1)c1cc2c(s1)CSC2. The result is 0 (non-inhibitor). (2) The compound is O=C1C2Sc3[nH]c(=O)sc3C(c3ccccc3)C2C(=O)N1c1ccc(Cl)cc1. The result is 0 (non-inhibitor).